Dataset: Full USPTO retrosynthesis dataset with 1.9M reactions from patents (1976-2016). Task: Predict the reactants needed to synthesize the given product. (1) Given the product [CH2:31]([O:33][C:34](=[O:37])[CH2:35][N:17]1[CH2:18][CH2:19][CH:14]([O:13][C:3]2[CH:4]=[C:5]3[C:10](=[CH:11][C:2]=2[Cl:1])[C:9](=[O:12])[NH:8][CH:7]=[CH:6]3)[CH2:15][CH2:16]1)[CH3:32], predict the reactants needed to synthesize it. The reactants are: [Cl:1][C:2]1[CH:11]=[C:10]2[C:5]([CH:6]=[CH:7][NH:8][C:9]2=[O:12])=[CH:4][C:3]=1[O:13][CH:14]1[CH2:19][CH2:18][NH:17][CH2:16][CH2:15]1.C(N(CC)CC)C.C(O)(=O)C.[CH2:31]([O:33][C:34](=[O:37])[CH:35]=O)[CH3:32].C([BH3-])#N.[Na+]. (2) Given the product [ClH:21].[CH:1]1([C@H:7]2[N:12]3[CH:13]=[C:14]([C:19]([N:41]4[C@H:42]([CH3:44])[CH2:43][N:38]([CH2:31][C:32]5[CH:37]=[CH:36][CH:35]=[CH:34][CH:33]=5)[CH2:39][C@@H:40]4[CH3:45])=[O:20])[C:15]4[CH:16]=[CH:17][CH:18]=[C:10]([C:11]=43)[O:9][CH2:8]2)[CH2:6][CH2:5][CH2:4][CH2:3][CH2:2]1, predict the reactants needed to synthesize it. The reactants are: [CH:1]1([C@H:7]2[N:12]3[CH:13]=[C:14]([C:19]([Cl:21])=[O:20])[C:15]4[CH:16]=[CH:17][CH:18]=[C:10]([C:11]=43)[O:9][CH2:8]2)[CH2:6][CH2:5][CH2:4][CH2:3][CH2:2]1.C(N(CC)C(C)C)(C)C.[CH2:31]([N:38]1[CH2:43][C@H:42]([CH3:44])[NH:41][C@H:40]([CH3:45])[CH2:39]1)[C:32]1[CH:37]=[CH:36][CH:35]=[CH:34][CH:33]=1. (3) Given the product [C:1]([C:3]1[N:8]=[C:7]([C:9]2[CH:14]=[CH:13][CH:12]=[C:11]([C:15]([OH:17])=[O:16])[N:10]=2)[CH:6]=[CH:5][CH:4]=1)#[N:2], predict the reactants needed to synthesize it. The reactants are: [C:1]([C:3]1[N:8]=[C:7]([C:9]2[CH:14]=[CH:13][CH:12]=[C:11]([C:15]([O:17]C)=[O:16])[N:10]=2)[CH:6]=[CH:5][CH:4]=1)#[N:2].[Li+].[OH-].Cl. (4) Given the product [O:3]=[C:4]1[CH2:9][CH2:8][CH:7]([C:10]#[N:11])[CH2:6][CH2:5]1, predict the reactants needed to synthesize it. The reactants are: C[Si](C)(C)[O:3][C:4]1[CH2:9][CH2:8][CH:7]([C:10]#[N:11])[CH2:6][CH:5]=1.S(=O)(=O)(O)O.[Cl-].[NH4+]. (5) Given the product [NH2:5][C:4]1[CH:6]=[C:7]([O:19][C:20]2[CH:27]=[CH:26][C:23]([CH:24]=[O:25])=[CH:22][CH:21]=2)[CH:8]=[C:2]([F:1])[C:3]=1[N+:10]([O-:12])=[O:11], predict the reactants needed to synthesize it. The reactants are: [F:1][C:2]1[C:3]([N+:10]([O-:12])=[O:11])=[C:4]([CH:6]=[C:7](F)[CH:8]=1)[NH2:5].C([O-])([O-])=O.[Cs+].[Cs+].[OH:19][C:20]1[CH:27]=[CH:26][C:23]([CH:24]=[O:25])=[CH:22][CH:21]=1.O. (6) The reactants are: P(N=[N+]=[N-])(=O)(OC1C=CC=CC=1)[O:2]C1C=CC=CC=1.C([N:22]([CH2:25][CH3:26])[CH2:23]C)C.[N+:27]([C:30]1[NH:34][N:33]=C(C(O)=O)C=1)([O-:29])=[O:28].C(=O)([O-])[O-].[K+].[K+].[C:44]([OH:48])([CH3:47])([CH3:46])[CH3:45]. Given the product [N+:27]([C:30]1[NH:34][N:33]=[C:25]([NH:22][C:23](=[O:2])[O:48][C:44]([CH3:47])([CH3:46])[CH3:45])[CH:26]=1)([O-:29])=[O:28], predict the reactants needed to synthesize it. (7) Given the product [C:1]([O:5][C:6]([N:8]1[CH2:13][CH2:12][CH:11]([O:14][C:15]2[C:16]([C:31]3[CH:32]=[CH:33][C:28]([F:27])=[CH:29][CH:30]=3)=[C:17]3[C:22](=[CH:23][CH:24]=2)[CH:21]=[N:20][C:19]([Cl:25])=[CH:18]3)[CH2:10][CH2:9]1)=[O:7])([CH3:4])([CH3:3])[CH3:2], predict the reactants needed to synthesize it. The reactants are: [C:1]([O:5][C:6]([N:8]1[CH2:13][CH2:12][CH:11]([O:14][C:15]2[C:16](Br)=[C:17]3[C:22](=[CH:23][CH:24]=2)[CH:21]=[N:20][C:19]([Cl:25])=[CH:18]3)[CH2:10][CH2:9]1)=[O:7])([CH3:4])([CH3:3])[CH3:2].[F:27][C:28]1[CH:33]=[CH:32][C:31](B(O)O)=[CH:30][CH:29]=1.C([O-])([O-])=O.[Na+].[Na+]. (8) The reactants are: C(O)(=O)[C@H](C1C=CC=CC=1)O.[CH:12]1([NH:15][C:16](=[O:24])[C@@H:17]([OH:23])[C@@H:18]([NH2:22])[CH2:19][CH2:20][CH3:21])[CH2:14][CH2:13]1.[ClH:25]. Given the product [ClH:25].[CH:12]1([NH:15][C:16](=[O:24])[C@@H:17]([OH:23])[C@@H:18]([NH2:22])[CH2:19][CH2:20][CH3:21])[CH2:14][CH2:13]1, predict the reactants needed to synthesize it. (9) Given the product [CH2:1]([O:5][C:6]1[CH:15]=[CH:14][C:13]([CH3:16])=[CH:12][C:7]=1[C:8]([OH:10])=[O:9])[CH2:2][CH:3]=[CH2:4], predict the reactants needed to synthesize it. The reactants are: [CH2:1]([O:5][C:6]1[CH:15]=[CH:14][C:13]([CH3:16])=[CH:12][C:7]=1[C:8]([O:10]C)=[O:9])[CH2:2][CH:3]=[CH2:4].CO.O.[OH-].[Li+]. (10) Given the product [C:26]([C:2]1[CH:7]=[CH:6][C:5]([N:8]2[C:12]([C:13]3[C:18]([CH3:19])=[CH:17][C:16]([CH3:20])=[CH:15][C:14]=3[CH3:21])=[CH:11][CH:10]=[N:9]2)=[CH:4][CH:3]=1)#[CH:27], predict the reactants needed to synthesize it. The reactants are: Br[C:2]1[CH:7]=[CH:6][C:5]([N:8]2[C:12]([C:13]3[C:18]([CH3:19])=[CH:17][C:16]([CH3:20])=[CH:15][C:14]=3[CH3:21])=[CH:11][CH:10]=[N:9]2)=[CH:4][CH:3]=1.C[Si]([C:26]#[CH:27])(C)C.